From a dataset of Catalyst prediction with 721,799 reactions and 888 catalyst types from USPTO. Predict which catalyst facilitates the given reaction. (1) Reactant: [O:1]1[CH2:6][CH2:5][N:4]([C:7]2[CH:12]=[C:11]([C:13]3[CH:18]=[CH:17][CH:16]=[CH:15][C:14]=3[C:19]([F:22])([F:21])[F:20])[N:10]=[N:9][C:8]=2[NH2:23])[CH2:3][CH2:2]1.[CH2:24]([O:26][C:27](=[O:33])[CH:28](Cl)[C:29]([CH3:31])=O)[CH3:25]. Product: [CH3:31][C:29]1[N:23]=[C:8]2[C:7]([N:4]3[CH2:5][CH2:6][O:1][CH2:2][CH2:3]3)=[CH:12][C:11]([C:13]3[CH:18]=[CH:17][CH:16]=[CH:15][C:14]=3[C:19]([F:20])([F:21])[F:22])=[N:10][N:9]2[C:28]=1[C:27]([O:26][CH2:24][CH3:25])=[O:33]. The catalyst class is: 14. (2) Reactant: [CH3:1][O:2][C:3]1[CH:25]=[CH:24][CH:23]=[CH:22][C:4]=1[C:5]([NH:7][C:8]1[C:17]2[C:12](=[CH:13][CH:14]=[CH:15][CH:16]=2)[C:11]([S:18](Cl)(=[O:20])=[O:19])=[CH:10][CH:9]=1)=[O:6].[N:26]([CH:29]([CH3:31])C)=[C:27]=[O:28]. Product: [C:27]([N:26]1[CH2:29][CH2:31][CH:5]([NH:7][S:18]([C:11]2[C:12]3[C:17](=[CH:16][CH:15]=[CH:14][CH:13]=3)[C:8]([NH:7][C:5](=[O:6])[C:4]3[CH:22]=[CH:23][CH:24]=[CH:25][C:3]=3[O:2][CH3:1])=[CH:9][CH:10]=2)(=[O:20])=[O:19])[CH2:4][CH2:3]1)(=[O:28])[CH2:9][CH2:8][CH3:17]. The catalyst class is: 66. (3) Reactant: [CH2:1]([O:8][C:9]1[C:10](=[O:17])[CH:11]=[C:12]([CH2:15][OH:16])O[CH:14]=1)[C:2]1[CH:7]=[CH:6][CH:5]=[CH:4][CH:3]=1.[NH3:18]. Product: [CH2:1]([O:8][C:9]1[C:10](=[O:17])[CH:11]=[C:12]([CH2:15][OH:16])[NH:18][CH:14]=1)[C:2]1[CH:7]=[CH:6][CH:5]=[CH:4][CH:3]=1. The catalyst class is: 8. (4) Reactant: [O:1]1[CH2:4][C:3](=O)[CH2:2]1.[CH3:6][O:7][C:8]([CH:10]=P(C1C=CC=CC=1)(C1C=CC=CC=1)C1C=CC=CC=1)=[O:9]. Product: [CH3:6][O:7][C:8](=[O:9])[CH:10]=[C:3]1[CH2:2][O:1][CH2:4]1. The catalyst class is: 4. (5) Reactant: [CH3:1][O:2][C:3]1[CH:26]=[CH:25][C:6]([CH2:7][N:8]2[C:13]3[N:14]=[CH:15][C:16]([CH:18]4[CH2:20][O:19]4)=[CH:17][C:12]=3[C:11]3=[N:21][CH:22]=[N:23][N:10]3[C:9]2=[O:24])=[CH:5][CH:4]=1.ClC1C=CC=[C:30]([C:34]([O:36]O)=O)C=1.COC1C=C[C:43]([CH2:44][N:45]2C3N=CC(C=C)=CC=3C3=NC=NN3C2=O)=CC=1.C(=O)(O)[O-].[Na+]. Product: [OH:19][CH:18]([C:16]1[CH:15]=[N:14][C:13]2[N:8]([CH2:7][C:6]3[CH:25]=[CH:26][C:3]([O:2][CH3:1])=[CH:4][CH:5]=3)[C:9](=[O:24])[N:10]3[N:23]=[CH:22][N:21]=[C:11]3[C:12]=2[CH:17]=1)[CH2:20][N:45]1[CH2:30][CH2:34][O:36][CH2:43][CH2:44]1. The catalyst class is: 2. (6) Reactant: [CH3:1][C@@H:2]([C@@H:8]1[C@@:12]2([CH3:27])[CH2:13][CH2:14][C@@H:15]3[C@@:20]4([CH3:26])[CH2:21][CH2:22][C@@H:23]([OH:25])[CH2:24][C@H:19]4[CH2:18][CH2:17][C@H:16]3[C@@H:11]2[CH2:10][CH2:9]1)[CH2:3][CH2:4][C:5](O)=[O:6].C(OC(Cl)=O)C(C)C.C(N(CC)CC)C.[CH2:43]([NH:61][CH2:62][CH2:63][CH2:64][CH2:65][CH2:66][CH2:67][CH2:68][CH2:69][CH2:70][CH2:71][CH2:72][CH2:73][CH2:74][CH2:75][CH2:76][CH2:77][CH2:78][CH3:79])[CH2:44][CH2:45][CH2:46][CH2:47][CH2:48][CH2:49][CH2:50][CH2:51][CH2:52][CH2:53][CH2:54][CH2:55][CH2:56][CH2:57][CH2:58][CH2:59][CH3:60]. Product: [CH2:62]([N:61]([CH2:43][CH2:44][CH2:45][CH2:46][CH2:47][CH2:48][CH2:49][CH2:50][CH2:51][CH2:52][CH2:53][CH2:54][CH2:55][CH2:56][CH2:57][CH2:58][CH2:59][CH3:60])[C:5](=[O:6])[CH2:4][CH2:3][CH:2]([CH:8]1[C:12]2([CH3:27])[CH:11]([CH:16]3[CH:15]([CH2:14][CH2:13]2)[C:20]2([CH3:26])[CH:19]([CH2:24][CH:23]([OH:25])[CH2:22][CH2:21]2)[CH2:18][CH2:17]3)[CH2:10][CH2:9]1)[CH3:1])[CH2:63][CH2:64][CH2:65][CH2:66][CH2:67][CH2:68][CH2:69][CH2:70][CH2:71][CH2:72][CH2:73][CH2:74][CH2:75][CH2:76][CH2:77][CH2:78][CH3:79]. The catalyst class is: 7. (7) Reactant: C([O:8][C:9](=[O:29])[CH:10]([C:23]1[CH:28]=[CH:27][CH:26]=[CH:25][CH:24]=1)[C:11]([NH:13][C:14]1[CH:19]=[CH:18][C:17]([C:20](=[NH:22])[NH2:21])=[CH:16][CH:15]=1)=[O:12])C1C=CC=CC=1.[OH-].[Na+:31]. Product: [Na+:31].[C:20]([C:17]1[CH:16]=[CH:15][C:14]([NH:13][C:11](=[O:12])[CH:10]([C:23]2[CH:24]=[CH:25][CH:26]=[CH:27][CH:28]=2)[C:9]([O-:29])=[O:8])=[CH:19][CH:18]=1)(=[NH:21])[NH2:22]. The catalyst class is: 1. (8) Reactant: [C:1](=O)([O:33]C1C=CC([N+]([O-])=O)=CC=1)[O:2][CH:3]([CH3:32])[C:4](=[C:13]1[CH2:16][N:15]([CH:17]([C:25]2[CH:30]=[CH:29][C:28]([Cl:31])=[CH:27][CH:26]=2)[C:18]2[CH:23]=[CH:22][C:21]([Cl:24])=[CH:20][CH:19]=2)[CH2:14]1)[C:5]1[CH:10]=[C:9]([F:11])[CH:8]=[C:7]([F:12])[CH:6]=1.[CH:44]([NH2:47])([CH3:46])[CH3:45]. Product: [CH:44]([NH:47][C:1](=[O:33])[O:2][CH:3]([CH3:32])[C:4](=[C:13]1[CH2:14][N:15]([CH:17]([C:25]2[CH:26]=[CH:27][C:28]([Cl:31])=[CH:29][CH:30]=2)[C:18]2[CH:23]=[CH:22][C:21]([Cl:24])=[CH:20][CH:19]=2)[CH2:16]1)[C:5]1[CH:10]=[C:9]([F:11])[CH:8]=[C:7]([F:12])[CH:6]=1)([CH3:46])[CH3:45]. The catalyst class is: 2. (9) Reactant: Cl[C:2]1[C:7]([CH:8]([CH2:13][CH2:14][CH3:15])[C:9]([O:11][CH3:12])=[O:10])=[C:6]([CH3:16])[N:5]=[C:4]([C:17]2[CH:22]=[CH:21][CH:20]=[CH:19][CH:18]=2)[N:3]=1.C(N(CC)C(C)C)(C)C.[O:32]1[C:41]2[C:36](=[CH:37][C:38](B3OC(C)(C)C(C)(C)O3)=[CH:39][CH:40]=2)[CH2:35][CH2:34][CH2:33]1. Product: [O:32]1[C:41]2[C:36](=[CH:37][C:38]([C:2]3[C:7]([CH:8]([CH2:13][CH2:14][CH3:15])[C:9]([O:11][CH3:12])=[O:10])=[C:6]([CH3:16])[N:5]=[C:4]([C:17]4[CH:22]=[CH:21][CH:20]=[CH:19][CH:18]=4)[N:3]=3)=[CH:39][CH:40]=2)[CH2:35][CH2:34][CH2:33]1. The catalyst class is: 108.